Dataset: Full USPTO retrosynthesis dataset with 1.9M reactions from patents (1976-2016). Task: Predict the reactants needed to synthesize the given product. (1) Given the product [CH2:1]([N:3]([CH2:4][CH3:5])[C:8](=[O:33])[CH2:9][CH2:10][N:11]1[CH2:16][CH2:15][C:14]2[C:17]([C:28]([F:30])([F:31])[F:29])=[N:18][N:19]([C:20]3[CH:25]=[CH:24][C:23]([O:26][CH3:27])=[CH:22][CH:21]=3)[C:13]=2[C:12]1=[O:32])[CH3:2], predict the reactants needed to synthesize it. The reactants are: [CH2:1]([NH:3][CH2:4][CH3:5])[CH3:2].CO[C:8](=[O:33])[CH2:9][CH2:10][N:11]1[CH2:16][CH2:15][C:14]2[C:17]([C:28]([F:31])([F:30])[F:29])=[N:18][N:19]([C:20]3[CH:25]=[CH:24][C:23]([O:26][CH3:27])=[CH:22][CH:21]=3)[C:13]=2[C:12]1=[O:32]. (2) Given the product [OH:35][B:23]1[C@@H:22]([NH:21][C:19](=[O:20])[CH2:18][C@H:15]2[CH2:16][CH2:17][C@H:12]([NH:11][CH2:10][CH2:9][OH:8])[CH2:13][CH2:14]2)[CH2:27][C:26]2[CH:28]=[CH:29][CH:30]=[C:31]([C:32]([OH:34])=[O:33])[C:25]=2[O:24]1, predict the reactants needed to synthesize it. The reactants are: [Si]([O:8][CH2:9][CH2:10][NH:11][C@H:12]1[CH2:17][CH2:16][C@H:15]([CH2:18][C:19]([NH:21][C@H:22]2[CH2:27][C:26]3[CH:28]=[CH:29][CH:30]=[C:31]([C:32]([OH:34])=[O:33])[C:25]=3[O:24][B:23]2[OH:35])=[O:20])[CH2:14][CH2:13]1)(C(C)(C)C)(C)C.Cl. (3) Given the product [C:10]([O:14][C:15]([N:17]1[CH2:42][CH2:41][C:20]2([CH2:23][N:22]([C@H:24]3[C:32]4[C:27](=[CH:28][C:29]([C:33]5[CH:34]=[N:35][C:36]([C:5](=[O:6])[NH2:7])=[CH:37][CH:38]=5)=[CH:30][CH:31]=4)[CH2:26][CH2:25]3)[CH2:21]2)[CH2:19][CH2:18]1)=[O:16])([CH3:13])([CH3:11])[CH3:12], predict the reactants needed to synthesize it. The reactants are: O.OO.N[C:5]([NH2:7])=[O:6].[OH-].[Na+].[C:10]([O:14][C:15]([N:17]1[CH2:42][CH2:41][C:20]2([CH2:23][N:22]([C@H:24]3[C:32]4[C:27](=[CH:28][C:29]([C:33]5[CH:34]=[N:35][C:36](C#N)=[CH:37][CH:38]=5)=[CH:30][CH:31]=4)[CH2:26][CH2:25]3)[CH2:21]2)[CH2:19][CH2:18]1)=[O:16])([CH3:13])([CH3:12])[CH3:11]. (4) Given the product [OH:18][CH2:17][C:14]1[CH:15]=[CH:16][C:10]2[O:9][C:8]([C:5]3[CH:6]=[CH:7][C:2]([OH:1])=[CH:3][CH:4]=3)=[CH:12][C:11]=2[CH:13]=1, predict the reactants needed to synthesize it. The reactants are: [OH:1][C:2]1[CH:7]=[CH:6][C:5]([C:8]2[O:9][C:10]3[CH:16]=[CH:15][C:14]([C:17](O)=[O:18])=[CH:13][C:11]=3[CH:12]=2)=[CH:4][CH:3]=1. (5) Given the product [CH2:1]1[CH:9]2[N:4]([CH2:5][CH2:6][CH:7]([C:10]3[C:18]4[C:13](=[CH:14][CH:15]=[N:16][CH:17]=4)[N:12]([S:29]([C:19]4[C:28]5[C:23](=[CH:24][CH:25]=[CH:26][CH:27]=5)[CH:22]=[CH:21][CH:20]=4)(=[O:31])=[O:30])[CH:11]=3)[CH2:8]2)[CH2:3][CH2:2]1, predict the reactants needed to synthesize it. The reactants are: [CH2:1]1[CH:9]2[N:4]([CH2:5][CH2:6][CH:7]([C:10]3[C:18]4[C:13](=[CH:14][CH:15]=[N:16][CH:17]=4)[NH:12][CH:11]=3)[CH2:8]2)[CH2:3][CH2:2]1.[C:19]1([S:29](Cl)(=[O:31])=[O:30])[C:28]2[C:23](=[CH:24][CH:25]=[CH:26][CH:27]=2)[CH:22]=[CH:21][CH:20]=1.C[Si]([N-][Si](C)(C)C)(C)C.[Na+]. (6) The reactants are: [C:1]([N:5]1[C:10](=[O:11])[C:9]([Cl:12])=[C:8]([O:13][CH2:14][C:15]2[CH:20]=[CH:19][C:18]([O:21][CH:22]([CH2:35][CH3:36])[CH2:23]OS(C3C=CC(C)=CC=3)(=O)=O)=[CH:17][CH:16]=2)[CH:7]=[N:6]1)([CH3:4])([CH3:3])[CH3:2].[F-:37].[K+].C1N2CCOCCOCCN(CCOCCOCC2)CCOCCOC1. Given the product [C:1]([N:5]1[C:10](=[O:11])[C:9]([Cl:12])=[C:8]([O:13][CH2:14][C:15]2[CH:20]=[CH:19][C:18]([O:21][CH:22]([CH2:35][CH3:36])[CH2:23][F:37])=[CH:17][CH:16]=2)[CH:7]=[N:6]1)([CH3:4])([CH3:3])[CH3:2], predict the reactants needed to synthesize it. (7) Given the product [CH:14]1[C:8]2[C:7](=[CH:12][C:11]([C:42]3[N:41]=[N:51][NH:52][C:43]=3[CH2:22][C@@H:23]([NH2:31])[CH2:24][C:25]3[CH:26]=[CH:27][CH:28]=[CH:29][CH:30]=3)=[CH:10][CH:9]=2)[CH:6]=[CH:5][N:13]=1, predict the reactants needed to synthesize it. The reactants are: N(C[C@@H:5]([NH:13][C:14](OC(C)(C)C)=O)[CH2:6][C:7]1[CH:12]=[CH:11][CH:10]=[CH:9][CH:8]=1)=[N+]=[N-].O[CH2:22][C@@H:23]([NH:31]C(OC(C)(C)C)=O)[CH2:24][C:25]1[CH:30]=[CH:29][CH:28]=[CH:27][CH:26]=1.C([N:41](CC)[CH2:42][CH3:43])C.S(Cl)(C)(=O)=O.[N-:51]=[N+:52]=[N-].[Na+]. (8) The reactants are: Cl[C:2]1[CH:7]=[C:6]([Cl:8])[N:5]=[C:4]([NH2:9])[N:3]=1.[N:10]1([C:16]([O:18][C:19]([CH3:22])([CH3:21])[CH3:20])=[O:17])[CH2:15][CH2:14][NH:13][CH2:12][CH2:11]1.C(N(C(C)C)C(C)C)C. Given the product [NH2:9][C:4]1[N:3]=[C:2]([N:13]2[CH2:12][CH2:11][N:10]([C:16]([O:18][C:19]([CH3:22])([CH3:21])[CH3:20])=[O:17])[CH2:15][CH2:14]2)[CH:7]=[C:6]([Cl:8])[N:5]=1, predict the reactants needed to synthesize it.